From a dataset of Forward reaction prediction with 1.9M reactions from USPTO patents (1976-2016). Predict the product of the given reaction. (1) Given the reactants [I:1][C:2]1[CH:10]=[CH:9][C:5]([N:6]([CH3:8])[CH3:7])=[CH:4][CH:3]=1.[F-].[K+].C1O[CH2:29][CH2:28]OCCOCCOCCOCCOC1.[CH2:31]1[CH2:35]OC[CH2:32]1, predict the reaction product. The product is: [I:1][C:2]1[CH:10]=[CH:9][C:5]([N:6]([CH3:8])[C:7]2[CH:29]=[CH:28][CH:35]=[CH:31][CH:32]=2)=[CH:4][CH:3]=1. (2) Given the reactants [F:1][C:2]1[CH:3]=[C:4]2[C:8](=[CH:9][CH:10]=1)[NH:7][CH:6]=[C:5]2[CH2:11][CH:12]1[CH2:17][CH2:16][NH:15][CH2:14][CH2:13]1.Cl[CH2:19][CH2:20][O:21][C:22]1[CH:30]=[CH:29][CH:28]=[C:27]2[C:23]=1[CH:24]=[CH:25][NH:26]2.C(=O)([O-])[O-].[K+].[K+].[I-].[K+].Cl, predict the reaction product. The product is: [F:1][C:2]1[CH:3]=[C:4]2[C:8](=[CH:9][CH:10]=1)[NH:7][CH:6]=[C:5]2[CH2:11][CH:12]1[CH2:17][CH2:16][N:15]([CH2:19][CH2:20][O:21][C:22]2[CH:30]=[CH:29][CH:28]=[C:27]3[C:23]=2[CH:24]=[CH:25][NH:26]3)[CH2:14][CH2:13]1. (3) Given the reactants [NH2:1][CH2:2][CH2:3][C:4]1([OH:34])[CH2:8][CH2:7][CH2:6][CH:5]1[C:9]([NH:11][C@H:12]([CH:31]([CH3:33])[CH3:32])[C:13]([N:15]1[CH2:20][CH2:19][C@@:18]([C:22]2[CH:27]=[CH:26][C:25]([Cl:28])=[CH:24][CH:23]=2)([OH:21])[C:17]([CH3:30])([CH3:29])[CH2:16]1)=[O:14])=[O:10].C(N(CC)CC)C.[C:42](N1C=CN=C1)(N1C=CN=C1)=[O:43].C(O)(C(F)(F)F)=O, predict the reaction product. The product is: [Cl:28][C:25]1[CH:24]=[CH:23][C:22]([C@@:18]2([OH:21])[CH2:19][CH2:20][N:15]([C:13](=[O:14])[C@H:12]([NH:11][C:9]([CH:5]3[C:4]4([CH2:3][CH2:2][NH:1][C:42](=[O:43])[O:34]4)[CH2:8][CH2:7][CH2:6]3)=[O:10])[CH:31]([CH3:32])[CH3:33])[CH2:16][C:17]2([CH3:29])[CH3:30])=[CH:27][CH:26]=1. (4) The product is: [NH2:1][C:2]1[CH:7]=[CH:6][C:5]([C:13]2[CH:14]=[CH:15][C:10]([Cl:9])=[CH:11][CH:12]=2)=[CH:4][N:3]=1. Given the reactants [NH2:1][C:2]1[CH:7]=[CH:6][C:5](Br)=[CH:4][N:3]=1.[Cl:9][C:10]1[CH:15]=[CH:14][C:13](B(O)O)=[CH:12][CH:11]=1.C([O-])([O-])=O.[Na+].[Na+].Cl, predict the reaction product.